From a dataset of Reaction yield outcomes from USPTO patents with 853,638 reactions. Predict the reaction yield, written as a fraction of the theoretical maximum amount of product (1.0 means a 100% yield; for example, 0.34 means a 34% yield). (1) The reactants are [CH2:1]([O:8][N:9]1[C:18]2[C:13](=[CH:14][C:15](Br)=[CH:16][N:17]=2)[C:12]([NH:20][CH2:21][C:22]2[CH:27]=[CH:26][C:25]([O:28][CH3:29])=[CH:24][C:23]=2[O:30][CH3:31])=[C:11]([C:32]([NH:34][CH2:35][C:36]2[CH:41]=[CH:40][C:39]([F:42])=[CH:38][C:37]=2[F:43])=[O:33])[C:10]1=[O:44])[C:2]1[CH:7]=[CH:6][CH:5]=[CH:4][CH:3]=1.[C:45]([O:49][CH3:50])(=[O:48])[CH:46]=[CH2:47]. No catalyst specified. The product is [CH2:1]([O:8][N:9]1[C:18]2[N:17]=[CH:16][C:15](/[CH:47]=[CH:46]/[C:45]([O:49][CH3:50])=[O:48])=[CH:14][C:13]=2[C:12]([NH:20][CH2:21][C:22]2[CH:27]=[CH:26][C:25]([O:28][CH3:29])=[CH:24][C:23]=2[O:30][CH3:31])=[C:11]([C:32](=[O:33])[NH:34][CH2:35][C:36]2[CH:41]=[CH:40][C:39]([F:42])=[CH:38][C:37]=2[F:43])[C:10]1=[O:44])[C:2]1[CH:7]=[CH:6][CH:5]=[CH:4][CH:3]=1. The yield is 0.380. (2) The reactants are C([N:8]1[CH2:13][CH2:12][C:11]([NH:16][C:17]2[CH:22]=[CH:21][C:20]([Cl:23])=[CH:19][CH:18]=2)([C:14]#[N:15])[CH2:10][CH2:9]1)C1C=CC=CC=1.ClC(OC(Cl)C)=O.ClC([O-])=O. The catalyst is ClC(Cl)C. The product is [Cl:23][C:20]1[CH:19]=[CH:18][C:17]([NH:16][C:11]2([C:14]#[N:15])[CH2:12][CH2:13][NH:8][CH2:9][CH2:10]2)=[CH:22][CH:21]=1. The yield is 0.710. (3) The reactants are [Cl:1][C:2]1[CH:7]=[CH:6][C:5]([CH2:8][C:9](=[O:11])[CH3:10])=[CH:4][CH:3]=1.[H-].[Na+].[C:14](OC)(=[O:19])[C:15]([O:17][CH3:18])=[O:16]. The catalyst is C1COCC1. The product is [Cl:1][C:2]1[CH:3]=[CH:4][C:5]([CH2:8][C:9](=[O:11])[CH2:10][C:14](=[O:19])[C:15]([O:17][CH3:18])=[O:16])=[CH:6][CH:7]=1. The yield is 0.840. (4) The reactants are [Br:1][C:2]1[CH:3]=[C:4]2[C:9](=[CH:10][CH:11]=1)[N:8]=[CH:7][C:6]([C:12]1[N:16]([CH3:17])[N:15]=[CH:14][CH:13]=1)=[C:5]2Cl.[OH-].[K+].CS(C)=[O:23]. The catalyst is C(OCC)(=O)C.Cl. The yield is 0.530. The product is [Br:1][C:2]1[CH:3]=[C:4]2[C:9](=[CH:10][CH:11]=1)[N:8]=[CH:7][C:6]([C:12]1[N:16]([CH3:17])[N:15]=[CH:14][CH:13]=1)=[C:5]2[OH:23]. (5) The reactants are Cl[C:2]1[CH:11]=[N:10][C:9]2[C:4](=[CH:5][C:6]([O:14][CH3:15])=[C:7]([O:12][CH3:13])[CH:8]=2)[N:3]=1.[CH:16]1([NH2:22])[CH2:21][CH2:20][CH2:19][CH2:18][CH2:17]1. No catalyst specified. The product is [CH:16]1([NH:22][C:2]2[CH:11]=[N:10][C:9]3[C:4](=[CH:5][C:6]([O:14][CH3:15])=[C:7]([O:12][CH3:13])[CH:8]=3)[N:3]=2)[CH2:21][CH2:20][CH2:19][CH2:18][CH2:17]1. The yield is 0.690.